From a dataset of Full USPTO retrosynthesis dataset with 1.9M reactions from patents (1976-2016). Predict the reactants needed to synthesize the given product. (1) The reactants are: [Cl:1][C:2]1[CH:3]=[CH:4][C:5]([C:16]#[N:17])=[C:6]([NH:8][C:9]([C:11]2[CH:15]=[CH:14][NH:13][N:12]=2)=[O:10])[CH:7]=1.[O:18]1[CH:22]=[CH:21][CH:20]=[C:19]1[C:23](Cl)=[O:24]. Given the product [Cl:1][C:2]1[CH:3]=[CH:4][C:5]([C:16]#[N:17])=[C:6]([NH:8][C:9]([C:11]2[CH:15]=[CH:14][N:13]([C:23]([C:19]3[O:18][CH:22]=[CH:21][CH:20]=3)=[O:24])[N:12]=2)=[O:10])[CH:7]=1, predict the reactants needed to synthesize it. (2) Given the product [Cl:6][C:7]1[C:12]([Cl:13])=[CH:11][CH:10]=[CH:9][C:8]=1[S:14]([NH:17][C:18]1[C:23]([O:5][CH2:4][CH2:3][S:2][CH3:1])=[N:22][C:21]([Cl:25])=[CH:20][N:19]=1)(=[O:16])=[O:15], predict the reactants needed to synthesize it. The reactants are: [CH3:1][S:2][CH2:3][CH2:4][OH:5].[Cl:6][C:7]1[C:12]([Cl:13])=[CH:11][CH:10]=[CH:9][C:8]=1[S:14]([NH:17][C:18]1[C:23](Cl)=[N:22][C:21]([Cl:25])=[CH:20][N:19]=1)(=[O:16])=[O:15]. (3) Given the product [N:19]1[N:15]([C:10]2[CH:11]=[CH:12][CH:13]=[CH:14][C:9]=2[C:8]([NH:7][C@H:3]2[CH2:4][CH2:5][CH2:6][C@@H:2]2[O:1][C:24]2[CH:29]=[C:28]([C:30]([F:33])([F:32])[F:31])[CH:27]=[CH:26][N:25]=2)=[O:20])[N:16]=[CH:17][CH:18]=1, predict the reactants needed to synthesize it. The reactants are: [OH:1][C@H:2]1[CH2:6][CH2:5][CH2:4][C@@H:3]1[NH:7][C:8](=[O:20])[C:9]1[CH:14]=[CH:13][CH:12]=[CH:11][C:10]=1[N:15]1[N:19]=[CH:18][CH:17]=[N:16]1.[H-].[Na+].Cl[C:24]1[CH:29]=[C:28]([C:30]([F:33])([F:32])[F:31])[CH:27]=[CH:26][N:25]=1. (4) Given the product [Br:1][C:2]1[CH:3]=[C:4]([C:8]2[C:9]3[N:10]([C:33]([CH2:36][CH3:37])=[CH:34][CH:35]=3)[N:11]=[C:12]([CH2:22][O:23][CH2:24][CH2:25][OH:26])[C:13]=2[CH2:14][CH2:15][CH2:16][C:17]([O:19][CH2:20][CH3:21])=[O:18])[CH:5]=[N:6][CH:7]=1, predict the reactants needed to synthesize it. The reactants are: [Br:1][C:2]1[CH:3]=[C:4]([C:8]2[C:9]3[N:10]([C:33]([CH2:36][CH3:37])=[CH:34][CH:35]=3)[N:11]=[C:12]([CH2:22][O:23][CH2:24][CH2:25][O:26]C3CCCCO3)[C:13]=2[CH2:14][CH2:15][CH2:16][C:17]([O:19][CH2:20][CH3:21])=[O:18])[CH:5]=[N:6][CH:7]=1.C1(C)C=CC(S([O-])(=O)=O)=CC=1.[NH+]1C=CC=CC=1. (5) Given the product [CH3:32][C:20]1[N:19]([CH2:18][C:13]2[CH:14]=[CH:15][CH:16]=[CH:17][C:12]=2[C:9]2[CH:8]=[CH:7][C:6]([C:4]([O:3][CH2:1][CH3:2])=[O:5])=[CH:11][CH:10]=2)[C:27]2[C:22]([C:21]=1[CH3:31])=[CH:23][C:24]([C:28](=[O:29])[NH:42][CH:39]([C:33]1[CH:38]=[CH:37][CH:36]=[CH:35][CH:34]=1)[CH2:40][CH3:41])=[CH:25][CH:26]=2, predict the reactants needed to synthesize it. The reactants are: [CH2:1]([O:3][C:4]([C:6]1[CH:11]=[CH:10][C:9]([C:12]2[CH:17]=[CH:16][CH:15]=[CH:14][C:13]=2[CH2:18][N:19]2[C:27]3[C:22](=[CH:23][C:24]([C:28](O)=[O:29])=[CH:25][CH:26]=3)[C:21]([CH3:31])=[C:20]2[CH3:32])=[CH:8][CH:7]=1)=[O:5])[CH3:2].[C:33]1([CH:39]([NH2:42])[CH2:40][CH3:41])[CH:38]=[CH:37][CH:36]=[CH:35][CH:34]=1. (6) Given the product [CH2:6]1[CH2:5][CH2:4][C:3]([CH2:1][NH2:2])([CH2:9][C:10]([OH:12])=[O:11])[CH2:8][CH2:7]1, predict the reactants needed to synthesize it. The reactants are: [C:1]([C:3]1([CH2:9][C:10]([OH:12])=[O:11])[CH2:8][CH2:7][CH2:6][CH2:5][CH2:4]1)#[N:2]. (7) Given the product [C:1]([O:5][C:6](=[O:23])[CH2:7][N:8]1[C:12]([C:13]([O-:15])=[O:14])=[C:11]2[C@H:18]3[CH2:22][C@H:19]3[C:20](=[O:21])[C:10]2=[N:9]1)([CH3:4])([CH3:2])[CH3:3].[Na+:25], predict the reactants needed to synthesize it. The reactants are: [C:1]([O:5][C:6](=[O:23])[CH2:7][N:8]1[C:12]([C:13]([O:15]CC)=[O:14])=[C:11]2[C@H:18]3[CH2:22][C@H:19]3[C:20](=[O:21])[C:10]2=[N:9]1)([CH3:4])([CH3:3])[CH3:2].[OH-].[Na+:25]. (8) Given the product [CH2:1]([O:3][C:4]([C:6]1[C:10]([C:11]2[CH:12]=[CH:13][CH:14]=[CH:15][CH:16]=2)=[CH:9][NH:8][C:7]=1[CH2:19][CH2:20][NH2:21])=[O:5])[CH3:2], predict the reactants needed to synthesize it. The reactants are: [CH2:1]([O:3][C:4]([C:6]1[C:10]([C:11]2[CH:16]=[CH:15][CH:14]=[CH:13][CH:12]=2)=[C:9](C=O)[NH:8][C:7]=1[CH2:19][CH2:20][NH:21]C(OC(C)(C)C)=O)=[O:5])[CH3:2].FC(F)(F)C(O)=O.